Dataset: Reaction yield outcomes from USPTO patents with 853,638 reactions. Task: Predict the reaction yield, written as a fraction of the theoretical maximum amount of product (1.0 means a 100% yield; for example, 0.34 means a 34% yield). The reactants are [OH:1][CH:2]([CH:6]([N:13]([CH3:20])[C:14]1[CH:19]=[CH:18][CH:17]=[CH:16][CH:15]=1)[C:7]1[CH:12]=[CH:11][CH:10]=[CH:9][CH:8]=1)[C:3]([NH2:5])=O.B. The catalyst is O1CCCC1. The product is [NH2:5][CH2:3][CH:2]([OH:1])[CH:6]([N:13]([CH3:20])[C:14]1[CH:19]=[CH:18][CH:17]=[CH:16][CH:15]=1)[C:7]1[CH:12]=[CH:11][CH:10]=[CH:9][CH:8]=1. The yield is 0.940.